From a dataset of Peptide-MHC class II binding affinity with 134,281 pairs from IEDB. Regression. Given a peptide amino acid sequence and an MHC pseudo amino acid sequence, predict their binding affinity value. This is MHC class II binding data. (1) The peptide sequence is YTKFLANVSTVLTGK. The MHC is DRB1_0404 with pseudo-sequence DRB1_0404. The binding affinity (normalized) is 0.141. (2) The peptide sequence is GNQNFLTVFDSTSCN. The MHC is DRB1_0404 with pseudo-sequence DRB1_0404. The binding affinity (normalized) is 0.411. (3) The peptide sequence is MGASYFAADRILPEL. The MHC is HLA-DPA10103-DPB10301 with pseudo-sequence HLA-DPA10103-DPB10301. The binding affinity (normalized) is 0.366.